Dataset: NCI-60 drug combinations with 297,098 pairs across 59 cell lines. Task: Regression. Given two drug SMILES strings and cell line genomic features, predict the synergy score measuring deviation from expected non-interaction effect. (1) Drug 1: COC1=CC(=CC(=C1O)OC)C2C3C(COC3=O)C(C4=CC5=C(C=C24)OCO5)OC6C(C(C7C(O6)COC(O7)C8=CC=CS8)O)O. Drug 2: C(CCl)NC(=O)N(CCCl)N=O. Cell line: HCT-15. Synergy scores: CSS=48.3, Synergy_ZIP=0.0473, Synergy_Bliss=1.27, Synergy_Loewe=-27.1, Synergy_HSA=1.88. (2) Drug 1: CC1CCC2CC(C(=CC=CC=CC(CC(C(=O)C(C(C(=CC(C(=O)CC(OC(=O)C3CCCCN3C(=O)C(=O)C1(O2)O)C(C)CC4CCC(C(C4)OC)OCCO)C)C)O)OC)C)C)C)OC. Drug 2: COC1=C2C(=CC3=C1OC=C3)C=CC(=O)O2. Cell line: OVCAR-4. Synergy scores: CSS=12.5, Synergy_ZIP=-3.02, Synergy_Bliss=0.121, Synergy_Loewe=-9.19, Synergy_HSA=-3.60.